Dataset: Full USPTO retrosynthesis dataset with 1.9M reactions from patents (1976-2016). Task: Predict the reactants needed to synthesize the given product. (1) Given the product [CH2:21]([O:25][C:26](=[O:29])[CH2:27][N:28]1[C:17](=[O:19])[C:10]2[C:11](=[CH:15][CH:16]=[C:8]([S:7][C:4]3[CH:3]=[CH:2][N:1]=[CH:6][CH:5]=3)[CH:9]=2)[C:12]1=[O:14])[CH2:22][CH2:23][CH3:24], predict the reactants needed to synthesize it. The reactants are: [N:1]1[CH:6]=[CH:5][C:4]([S:7][C:8]2[CH:9]=[C:10]([C:17]([OH:19])=O)[C:11](=[CH:15][CH:16]=2)[C:12]([OH:14])=O)=[CH:3][CH:2]=1.Cl.[CH2:21]([O:25][C:26](=[O:29])[CH2:27][NH2:28])[CH2:22][CH2:23][CH3:24]. (2) Given the product [CH3:22][N:9]1[CH2:10][CH2:11][CH:12]([C:13]([O:15][C:16]([CH3:19])([CH3:18])[CH3:17])=[O:14])[N:8]1[C:6]([O:5][C:1]([CH3:4])([CH3:3])[CH3:2])=[O:7], predict the reactants needed to synthesize it. The reactants are: [C:1]([O:5][C:6]([N:8]1[CH:12]([C:13]([O:15][C:16]([CH3:19])([CH3:18])[CH3:17])=[O:14])[CH2:11][CH2:10][NH:9]1)=[O:7])([CH3:4])([CH3:3])[CH3:2].C=O.[C:22](O[BH-](OC(=O)C)OC(=O)C)(=O)C.[Na+].C(O)(=O)C. (3) Given the product [Cl:1][C:2]1[CH:7]=[CH:6][C:5]([CH2:8][N:9]2[CH2:13][CH2:12][S:11][C:10]2=[N:14][C:16]([O:18][CH3:19])=[O:17])=[CH:4][N:3]=1, predict the reactants needed to synthesize it. The reactants are: [Cl:1][C:2]1[CH:7]=[CH:6][C:5]([CH2:8][N:9]2[CH2:13][CH2:12][S:11][C:10]2=[NH:14])=[CH:4][N:3]=1.Cl[C:16]([O:18][CH3:19])=[O:17].C(=O)([O-])[O-].[K+].[K+]. (4) Given the product [Cl:61][C:62]1([Cl:65])[CH:56]2[CH:55]([CH:54]([CH2:53][CH2:52][CH2:51][CH2:50][CH:49]([O:48][CH2:46][CH3:47])[CH2:59][CH3:60])[CH2:58][CH2:57]2)[C:63]1=[O:64].[Cl:61][C:62]1([Cl:65])[C:63](=[O:64])[CH:15]2[CH:16]1[CH:9]([CH2:8][CH2:7][CH2:6][CH2:5][CH:4]([O:3][CH2:1][CH3:2])[CH2:18][CH3:19])[CH2:10][CH2:14]2, predict the reactants needed to synthesize it. The reactants are: [CH2:1]([O:3][CH:4]([CH2:18][CH3:19])[CH2:5][CH2:6][CH2:7][CH2:8][CH:9]1[CH2:16][CH2:15][CH:14]2[CH:10]1CC(=O)C2)[CH3:2].COCCCCCCCC1(C2CCCCCCC2)CCCCCCC1=O.[CH2:46]([O:48][CH:49]([CH2:59][CH3:60])[CH2:50][CH2:51][CH2:52][CH2:53][CH:54]1[CH2:58][CH2:57][CH:56]=[CH:55]1)[CH3:47].[Cl:61][C:62]([Cl:65])=[C:63]=[O:64]. (5) Given the product [CH3:1][O:2][C:3]1[CH:4]=[C:5]2[C:10](=[C:11]([NH2:13])[CH:12]=1)[N:9]=[CH:8][CH:7]=[CH:6]2, predict the reactants needed to synthesize it. The reactants are: [CH3:1][O:2][C:3]1[CH:4]=[C:5]2[C:10](=[C:11]([N+:13]([O-])=O)[CH:12]=1)[N:9]=[CH:8][CH:7]=[CH:6]2.O.NN. (6) Given the product [C:20]([O:24][C:25]([N:27]1[CH2:32][CH2:31][N:30]([CH2:11][C:10]2[CH:17]=[CH:18][CH:19]=[C:8]([C:6]3[CH:5]=[CH:4][N:3]=[C:2]([Cl:1])[N:7]=3)[CH:9]=2)[CH2:29][C@H:28]1[CH3:33])=[O:26])([CH3:23])([CH3:21])[CH3:22], predict the reactants needed to synthesize it. The reactants are: [Cl:1][C:2]1[N:7]=[C:6]([C:8]2[CH:9]=[C:10]([CH:17]=[CH:18][CH:19]=2)[CH2:11]OS(C)(=O)=O)[CH:5]=[CH:4][N:3]=1.[C:20]([O:24][C:25]([N:27]1[CH2:32][CH2:31][NH:30][CH2:29][C@H:28]1[CH3:33])=[O:26])([CH3:23])([CH3:22])[CH3:21].C(N(C(C)C)CC)(C)C. (7) Given the product [Br:7][C:8]1[CH:13]=[CH:12][C:11]([CH:14]2[C:29]3[C:30](=[O:36])[CH2:31][CH2:32][CH2:33][C:34]=3[N:18]([C:19]3[CH:24]=[CH:23][CH:22]=[C:21]([C:25]([F:28])([F:26])[F:27])[CH:20]=3)[C:16](=[O:17])[NH:15]2)=[C:10]([O:39][CH3:40])[CH:9]=1, predict the reactants needed to synthesize it. The reactants are: CC(C)([O-])C.[Na+].[Br:7][C:8]1[CH:13]=[CH:12][C:11]([CH:14]([C:29]2[C:34](=O)[CH2:33][CH2:32][CH2:31][C:30]=2[O:36]CC)[NH:15][C:16]([NH:18][C:19]2[CH:24]=[CH:23][CH:22]=[C:21]([C:25]([F:28])([F:27])[F:26])[CH:20]=2)=[O:17])=[C:10]([O:39][CH3:40])[CH:9]=1.O.